Task: Predict which catalyst facilitates the given reaction.. Dataset: Catalyst prediction with 721,799 reactions and 888 catalyst types from USPTO (1) Reactant: [NH2:1][C:2]1[CH:7]=[CH:6][CH:5]=[CH:4][N:3]=1.[C:8](N1C=CN=C1)(N1C=CN=C1)=[O:9].[CH3:20][C:21]1[C:22]([CH2:28][N:29]([CH2:36][C:37]2[C:42]([CH:43]([CH3:45])[CH3:44])=[CH:41][CH:40]=[CH:39][N:38]=2)[CH:30]2[CH2:35][CH2:34][NH:33][CH2:32][CH2:31]2)=[N:23][CH:24]=[C:25]([CH3:27])[CH:26]=1.C([O-])(O)=O.[Na+]. Product: [N:3]1[CH:4]=[CH:5][CH:6]=[CH:7][C:2]=1[NH:1][C:8]([N:33]1[CH2:34][CH2:35][CH:30]([N:29]([CH2:28][C:22]2[C:21]([CH3:20])=[CH:26][C:25]([CH3:27])=[CH:24][N:23]=2)[CH2:36][C:37]2[C:42]([CH:43]([CH3:45])[CH3:44])=[CH:41][CH:40]=[CH:39][N:38]=2)[CH2:31][CH2:32]1)=[O:9]. The catalyst class is: 2. (2) Reactant: [CH2:1]([N:8]([CH2:16][CH:17]1[CH2:22][CH2:21][N:20]([CH2:23][C:24]([F:27])([CH3:26])[CH3:25])[CH2:19][CH2:18]1)[C:9]1[CH:14]=[CH:13][C:12](Br)=[CH:11][CH:10]=1)[C:2]1[CH:7]=[CH:6][CH:5]=[CH:4][CH:3]=1.[CH2:28]([O:30][C:31]([C:33]1[CH:38]=[CH:37][C:36](B(O)O)=[CH:35][C:34]=1[F:42])=[O:32])[CH3:29].C([O-])([O-])=O.[Cs+].[Cs+]. Product: [CH2:1]([N:8]([CH2:16][CH:17]1[CH2:22][CH2:21][N:20]([CH2:23][C:24]([F:27])([CH3:26])[CH3:25])[CH2:19][CH2:18]1)[C:9]1[CH:14]=[CH:13][C:12]([C:36]2[CH:37]=[CH:38][C:33]([C:31]([O:30][CH2:28][CH3:29])=[O:32])=[C:34]([F:42])[CH:35]=2)=[CH:11][CH:10]=1)[C:2]1[CH:7]=[CH:6][CH:5]=[CH:4][CH:3]=1. The catalyst class is: 12. (3) Reactant: [CH3:1][C@H:2]1[CH2:7][C@@H:6]([CH3:8])[CH2:5][N:4]([C:9]([C@@H:11]2[CH2:19][C:18]3[C:13](=[CH:14][CH:15]=[CH:16][CH:17]=3)[N:12]2[C:20]2[C:25]([N+:26]([O-])=O)=[CH:24][CH:23]=[CH:22][N:21]=2)=[O:10])[CH2:3]1. Product: [NH2:26][C:25]1[C:20]([N:12]2[C:13]3[C:18](=[CH:17][CH:16]=[CH:15][CH:14]=3)[CH2:19][C@H:11]2[C:9]([N:4]2[CH2:5][C@H:6]([CH3:8])[CH2:7][C@H:2]([CH3:1])[CH2:3]2)=[O:10])=[N:21][CH:22]=[CH:23][CH:24]=1. The catalyst class is: 178. (4) Reactant: C([Li])CCC.[C:6]1([C:12]#[CH:13])[CH:11]=[CH:10][CH:9]=[CH:8][CH:7]=1.[N:14]1C=CC=C[C:15]=1OC#N. Product: [C:6]1([C:12]#[C:13][C:15]#[N:14])[CH:11]=[CH:10][CH:9]=[CH:8][CH:7]=1. The catalyst class is: 28.